This data is from Experimentally validated miRNA-target interactions with 360,000+ pairs, plus equal number of negative samples. The task is: Binary Classification. Given a miRNA mature sequence and a target amino acid sequence, predict their likelihood of interaction. (1) The miRNA is hsa-miR-218-5p with sequence UUGUGCUUGAUCUAACCAUGU. The protein sequence of the target gene is MDEDGLELQQEPNSFFDATGADGTHMDGDQIVVEVQETVFVSDVVDSDITVHNFVPDDPDSVVIQDVIEDVVIEDVQCPDIMEEADVSETVIIPEQVLDSDVTEEVSLAHCTVPDDVLASDITSASMSMPEHVLTGDSIHVSDVGHVGHVGHVEHVVHDSVVEAEIVTDPLTTDVVSEEVLVADCASEAVIDANGIPVDQQDDDKGNCEDYLMISLDDAGKIEHDGSSGMTMDTESEIDPCKVDGTCPEVIKVYIFKADPGEDDLGGTVDIVESEPENDHGVELLDQNSSIRVPREKMVY.... Result: 1 (interaction). (2) The miRNA is hsa-miR-4325 with sequence UUGCACUUGUCUCAGUGA. The protein sequence of the target gene is MWPQPRFPPHPAMSEKTQQGKLAAAKKKLKAYWQRKSPGIPAGANRKKKINGSSPDTATSGGYHSPGDSATGIYGEGRASSTTLEDLESQYQELAVALDSSSAIISQLTENINSLVRTSKEEKKHEIHLVQKLGRSLFKLKNQTAEPLAPEPPAGPSKVEQLQDETNHLRKELESVGRQLQAEVENNQMLSLLNRRQEERLREQEERLREQEERLREQEDRLHEQEERLREQEERLCEQEERLREHEERLCEQEERLCEQEERLREQEERLHEQEERLREQEERLCEQEERLREQEERLC.... Result: 1 (interaction). (3) The miRNA is rno-miR-500-3p with sequence AAUGCACCUGGGCAAGGGUUCA. The protein sequence of the target gene is MKHYEVEIRDAKTREKLCFLDKVEPQATISEIKTLFTKTHPQWYPARQSLRLDPKGKSLKDEDVLQKLPVGTTATLYFRDLGAQISWVTVFLTEYAGPLFIYLLFYFRVPFIYGRKYDFTSSRHTVVHLACMCHSFHYIKRLLETLFVHRFSHGTMPLRNIFKNCTYYWGFAAWMAYYINHPLYTPPTYGVQQVKLALAVFVICQLGNFSIHMALRDLRPAGSKTRKIPYPTKNPFTWLFLLVSCPNYTYEVGSWIGFAILTQCVPVALFSLVGFTQMTIWAKGKHRSYLKEFRDYPPLR.... Result: 0 (no interaction). (4) The miRNA is hsa-miR-4802-3p with sequence UACAUGGAUGGAAACCUUCAAGC. The protein sequence of the target gene is MIAAQAKLVYHLNKYYNEKCQARKAAIAKTIREVCKVVSDVLKEVEVQEPRFISSLNEMDNRYEGLEVISPTEFEVVLYLNQMGVFNFVDDGSLPGCAVLKLSDGRKRSMSLWVEFITASGYLSARKIRSRFQTLVAQAVDKCSYRDVVKMVADTSEVKLRIRDRYVVQITPAFKCTGIWPRSAAHWPLPHIPWPGPNRVAEVKAEGFNLLSKECHSLAGKQSSAESDAWVLQFAEAENRLQMGGCRKKCLSILKTLRDRHLELPGQPLNNYHMKTLVSYECEKHPRESDWDESCLGDRL.... Result: 0 (no interaction). (5) The miRNA is hsa-miR-191-5p with sequence CAACGGAAUCCCAAAAGCAGCUG. The protein sequence of the target gene is MPSKSLVMEYLAHPSTLGLAVGVACGMCLGWSLRVCFGMLPKSKTSKTHTDTESEASILGDSGEYKMILVVRNDLKMGKGKVAAQCSHAAVSAYKQIQRRNPEMLKQWEYCGQPKVVVKAPDEETLIALLAHAKMLGLTVSLIQDAGRTQIAPGSQTVLGIGPGPADLIDKVTGHLKLY. Result: 0 (no interaction). (6) The miRNA is mmu-miR-29b-1-5p with sequence GCUGGUUUCAUAUGGUGGUUUA. The protein sequence of the target gene is MAAETRNVAGAEAPPPQKRYYRQRAHSNPMADHTLRYPVKPEEMDWSELYPEFFAPLTQNQSHDDPKDKKEKRAQAQVEFADIGCGYGGLLVELSPLFPDTLILGLEIRVKVSDYVQDRIRALRAAPAGGFQNIACLRSNAMKHLPNFFYKGQLTKMFFLFPDPHFKRTKHKWRIISPTLLAEYAYVLRVGGLVYTITDVLELHDWMCTHFEEHPLFERVPLEDLSEDPVVGHLGTSTEEGKKVLRNGGKNFPAIFRRIQDPVLQAVTSQTSLPGH. Result: 0 (no interaction).